Dataset: Forward reaction prediction with 1.9M reactions from USPTO patents (1976-2016). Task: Predict the product of the given reaction. (1) Given the reactants Cl.[OH:2][CH:3]([CH:9]1[O:14][CH2:13][CH2:12][NH:11][CH2:10]1)[C:4]([O:6][CH2:7][CH3:8])=[O:5].[S:15](Cl)([C:18]1[CH:24]=[CH:23][C:21]([CH3:22])=[CH:20][CH:19]=1)(=[O:17])=[O:16].S(Cl)(C)(=O)=O, predict the reaction product. The product is: [OH:2][CH:3]([CH:9]1[O:14][CH2:13][CH2:12][N:11]([S:15]([C:18]2[CH:24]=[CH:23][C:21]([CH3:22])=[CH:20][CH:19]=2)(=[O:17])=[O:16])[CH2:10]1)[C:4]([O:6][CH2:7][CH3:8])=[O:5]. (2) Given the reactants [Cl:1][CH:2]=[CH:3][CH2:4][NH:5][C@@H:6]([C:8]1[C:17]2[C:12](=[CH:13][CH:14]=[CH:15][CH:16]=2)[CH:11]=[CH:10][CH:9]=1)[CH3:7].CN1CCCC1=O.[F:25][C:26]([F:36])([F:35])[C:27]1[CH:28]=[C:29]([Mg]Br)[CH:30]=[CH:31][CH:32]=1.Cl, predict the reaction product. The product is: [ClH:1].[C:8]1([C@H:6]([NH:5][CH2:4][CH:3]=[CH:2][C:31]2[CH:30]=[CH:29][CH:28]=[C:27]([C:26]([F:36])([F:35])[F:25])[CH:32]=2)[CH3:7])[C:17]2[C:12](=[CH:13][CH:14]=[CH:15][CH:16]=2)[CH:11]=[CH:10][CH:9]=1. (3) The product is: [CH2:1]([CH:3]1[C:8]([C:26]2[CH:27]=[CH:28][C:29]([CH2:32][N:33]3[C:41]4[C:36](=[CH:37][C:38]([S:42]([CH3:45])(=[O:43])=[O:44])=[CH:39][CH:40]=4)[CH:35]=[CH:34]3)=[N:30][CH:31]=2)=[CH:7][CH2:6][N:5]([C:18]([O:20][C:21]([CH3:22])([CH3:23])[CH3:24])=[O:19])[CH2:4]1)[CH3:2]. Given the reactants [CH2:1]([CH:3]1[C:8](B2OC(C)(C)C(C)(C)O2)=[CH:7][CH2:6][N:5]([C:18]([O:20][C:21]([CH3:24])([CH3:23])[CH3:22])=[O:19])[CH2:4]1)[CH3:2].Br[C:26]1[CH:27]=[CH:28][C:29]([CH2:32][N:33]2[C:41]3[C:36](=[CH:37][C:38]([S:42]([CH3:45])(=[O:44])=[O:43])=[CH:39][CH:40]=3)[CH:35]=[CH:34]2)=[N:30][CH:31]=1, predict the reaction product. (4) Given the reactants C[O:2][C:3](=[O:34])[CH2:4][C:5]1[C:14]([CH3:15])=[C:13]([CH:16]2[CH2:21][CH2:20][N:19]([S:22]([C:25]3[CH:30]=[CH:29][CH:28]=[CH:27][C:26]=3[O:31][CH3:32])(=[O:24])=[O:23])[CH2:18][CH2:17]2)[C:12]2[C:7](=[CH:8][CH:9]=[C:10]([F:33])[CH:11]=2)[CH:6]=1.O.[OH-].[Li+], predict the reaction product. The product is: [F:33][C:10]1[CH:11]=[C:12]2[C:7](=[CH:8][CH:9]=1)[CH:6]=[C:5]([CH2:4][C:3]([OH:34])=[O:2])[C:14]([CH3:15])=[C:13]2[CH:16]1[CH2:21][CH2:20][N:19]([S:22]([C:25]2[CH:30]=[CH:29][CH:28]=[CH:27][C:26]=2[O:31][CH3:32])(=[O:24])=[O:23])[CH2:18][CH2:17]1. (5) Given the reactants FC(F)(F)C(O)=O.[CH2:8]([O:12][C:13]1[N:21]=[C:20]2[C:16]([N:17]=[C:18]([O:22][CH3:23])[NH:19]2)=[C:15]([NH2:24])[N:14]=1)[CH2:9][CH2:10][CH3:11].C(=O)([O-])[O-].[K+].[K+].Br[CH2:32][CH2:33][N:34]1[CH2:39][CH2:38][N:37]([C:40]([O:42][C:43]([CH3:46])([CH3:45])[CH3:44])=[O:41])[CH2:36][CH2:35]1, predict the reaction product. The product is: [NH2:24][C:15]1[N:14]=[C:13]([O:12][CH2:8][CH2:9][CH2:10][CH3:11])[N:21]=[C:20]2[C:16]=1[N:17]=[C:18]([O:22][CH3:23])[N:19]2[CH2:32][CH2:33][N:34]1[CH2:39][CH2:38][N:37]([C:40]([O:42][C:43]([CH3:44])([CH3:46])[CH3:45])=[O:41])[CH2:36][CH2:35]1. (6) The product is: [CH2:13]([O:12][C:4](=[O:11])[CH:5]([C@H:20]([CH3:25])[CH2:21][CH2:22][CH2:23][CH3:24])[C:6]([O:8][CH2:9][CH3:10])=[O:7])[CH3:14]. Given the reactants C[O-].[Na+].[C:4]([O:12][CH2:13][CH3:14])(=[O:11])[CH2:5][C:6]([O:8][CH2:9][CH3:10])=[O:7].CS(O[C@@H:20]([CH3:25])[CH2:21][CH2:22][CH2:23][CH3:24])(=O)=O.[Cl-].[NH4+], predict the reaction product. (7) Given the reactants [CH3:1][O:2][C:3]1[CH:8]=[CH:7][C:6]([N+:9]([O-])=O)=[CH:5][C:4]=1[C:12]1[N:16]([CH3:17])[N:15]=[CH:14][CH:13]=1.O.O.Cl[Sn]Cl, predict the reaction product. The product is: [CH3:1][O:2][C:3]1[CH:8]=[CH:7][C:6]([NH2:9])=[CH:5][C:4]=1[C:12]1[N:16]([CH3:17])[N:15]=[CH:14][CH:13]=1. (8) Given the reactants [Cl:1][C:2]1[C:7]([C:8]2[CH:13]=[CH:12][CH:11]=[CH:10][CH:9]=2)=[N:6][N:5]=[C:4]2[N:14]([CH2:23][C:24](O)=[O:25])[N:15]=[C:16]([C:17]3[CH:22]=[CH:21][CH:20]=[CH:19][CH:18]=3)[C:3]=12.[CH3:27][N:28]([CH3:35])[CH:29]1[CH2:34][CH2:33][NH:32][CH2:31][CH2:30]1.C(N(C(C)C)CC)(C)C.F[P-](F)(F)(F)(F)F.N1(OC(N(C)C)=[N+](C)C)C2N=CC=CC=2N=N1, predict the reaction product. The product is: [Cl:1][C:2]1[C:7]([C:8]2[CH:9]=[CH:10][CH:11]=[CH:12][CH:13]=2)=[N:6][N:5]=[C:4]2[N:14]([CH2:23][C:24]([N:32]3[CH2:33][CH2:34][CH:29]([N:28]([CH3:35])[CH3:27])[CH2:30][CH2:31]3)=[O:25])[N:15]=[C:16]([C:17]3[CH:22]=[CH:21][CH:20]=[CH:19][CH:18]=3)[C:3]=12. (9) Given the reactants [NH2:1][C@@H:2]([CH3:17])[C@@H:3]([C:5]1[CH:6]=[CH:7][C:8]([OH:16])=[C:9]([NH:11][S:12]([CH3:15])(=[O:14])=[O:13])[CH:10]=1)[OH:4].[Cl:18][C:19]1[CH:20]=[C:21]([CH:24]=[C:25]([Cl:27])[CH:26]=1)[CH:22]=O, predict the reaction product. The product is: [Cl:18][C:19]1[CH:20]=[C:21]([CH:24]=[C:25]([Cl:27])[CH:26]=1)[CH2:22][NH:1][C@@H:2]([CH3:17])[C@@H:3]([C:5]1[CH:6]=[CH:7][C:8]([OH:16])=[C:9]([NH:11][S:12]([CH3:15])(=[O:14])=[O:13])[CH:10]=1)[OH:4]. (10) The product is: [CH2:10]([NH:6][C:47]([C:44]1[CH:43]=[CH:42][C:41]([C:38]2[CH:37]=[CH:36][C:35]([C@@H:33]([N:29]3[CH2:28][CH2:27][C@:26]([CH2:25][C:24]([OH:23])([CH3:56])[CH3:57])([C:50]4[CH:51]=[CH:52][CH:53]=[CH:54][CH:55]=4)[O:31][C:30]3=[O:32])[CH3:34])=[CH:40][CH:39]=2)=[CH:46][N:45]=1)=[O:49])[CH3:9]. Given the reactants F[B-](F)(F)F.[N:6]1(OC(N(C)C)=[N+](C)C)[C:10]2C=CC=C[C:9]=2N=N1.[OH:23][C:24]([CH3:57])([CH3:56])[CH2:25][C@@:26]1([C:50]2[CH:55]=[CH:54][CH:53]=[CH:52][CH:51]=2)[O:31][C:30](=[O:32])[N:29]([C@H:33]([C:35]2[CH:40]=[CH:39][C:38]([C:41]3[CH:42]=[CH:43][C:44]([C:47]([OH:49])=O)=[N:45][CH:46]=3)=[CH:37][CH:36]=2)[CH3:34])[CH2:28][CH2:27]1.C(N(C(C)C)CC)(C)C.C(N)C, predict the reaction product.